Dataset: Full USPTO retrosynthesis dataset with 1.9M reactions from patents (1976-2016). Task: Predict the reactants needed to synthesize the given product. (1) Given the product [C:24]1([C:27]2[CH:28]=[CH:29][CH:30]=[CH:31][CH:32]=2)[CH:23]=[CH:22][C:21]([C:19]([N:17]([CH3:18])[C@@:11]([CH3:16])([C:12]([NH:14][CH3:15])=[O:13])[C:10]([NH:9][OH:8])=[O:33])=[O:20])=[CH:26][CH:25]=1, predict the reactants needed to synthesize it. The reactants are: C([O:8][NH:9][C:10](=[O:33])[C@:11]([N:17]([C:19]([C:21]1[CH:26]=[CH:25][C:24]([C:27]2[CH:32]=[CH:31][CH:30]=[CH:29][CH:28]=2)=[CH:23][CH:22]=1)=[O:20])[CH3:18])([CH3:16])[C:12]([NH:14][CH3:15])=[O:13])C1C=CC=CC=1.[H][H]. (2) Given the product [CH3:27][C:19]1([CH3:26])[CH2:20][CH2:21][CH2:22][C:23]([CH3:25])([CH3:24])[N:18]1[C:3]1[C:2]([C:33]2[CH:38]=[CH:37][CH:36]=[CH:35][N:34]=2)=[CH:7][CH:6]=[C:5]([N:8]2[C:9]([CH3:16])([CH3:17])[CH2:10][CH2:11][CH2:12][C:13]2([CH3:15])[CH3:14])[N:4]=1, predict the reactants needed to synthesize it. The reactants are: Br[C:2]1[C:3]([N:18]2[C:23]([CH3:25])([CH3:24])[CH2:22][CH2:21][CH2:20][C:19]2([CH3:27])[CH3:26])=[N:4][C:5]([N:8]2[C:13]([CH3:15])([CH3:14])[CH2:12][CH2:11][CH2:10][C:9]2([CH3:17])[CH3:16])=[CH:6][CH:7]=1.C([Sn](CCCC)(CCCC)[C:33]1[CH:38]=[CH:37][CH:36]=[CH:35][N:34]=1)CCC.[F-].[Cs+]. (3) Given the product [CH3:60][O:59][C:53]1[CH:54]=[C:55]([O:57][CH3:58])[CH:56]=[C:12]([O:11][CH3:10])[C:13]=1/[CH:14]=[CH:15]/[CH:16]([S:26]([CH:29](/[CH:39]=[CH:40]/[C:41]1[C:42]([O:51][CH3:52])=[CH:43][C:44]([O:49][CH3:50])=[CH:45][C:46]=1[O:47][CH3:48])[C:30]1[CH:35]=[CH:34][C:33]([O:36][CH3:37])=[C:32]([NH:38][C:6](=[O:7])[CH:5]([O:4][C:1](=[O:3])[CH3:2])[CH3:9])[CH:31]=1)(=[O:28])=[O:27])[C:17]1[CH:22]=[CH:21][C:20]([O:23][CH3:24])=[C:19]([NH:25][C:6](=[O:7])[CH:5]([O:4][C:1](=[O:3])[CH3:2])[CH3:9])[CH:18]=1, predict the reactants needed to synthesize it. The reactants are: [C:1]([O:4][CH:5]([CH3:9])[C:6](Cl)=[O:7])(=[O:3])[CH3:2].[CH3:10][O:11][C:12]1[CH:56]=[C:55]([O:57][CH3:58])[CH:54]=[C:53]([O:59][CH3:60])[C:13]=1/[CH:14]=[CH:15]/[CH:16]([S:26]([CH:29](/[CH:39]=[CH:40]/[C:41]1[C:46]([O:47][CH3:48])=[CH:45][C:44]([O:49][CH3:50])=[CH:43][C:42]=1[O:51][CH3:52])[C:30]1[CH:35]=[CH:34][C:33]([O:36][CH3:37])=[C:32]([NH2:38])[CH:31]=1)(=[O:28])=[O:27])[C:17]1[CH:22]=[CH:21][C:20]([O:23][CH3:24])=[C:19]([NH2:25])[CH:18]=1. (4) Given the product [Cl:17][P:4]([NH:23][C@H:22]([C:21]([O:20][CH2:18][CH3:19])=[O:25])[CH3:24])([O:6][C:7]1[CH:8]=[CH:9][C:10]([Cl:13])=[CH:11][CH:12]=1)=[O:14], predict the reactants needed to synthesize it. The reactants are: P(Cl)(Cl)(O[P:4]([O-:14])([O:6][C:7]1[CH:12]=[CH:11][C:10]([Cl:13])=[CH:9][CH:8]=1)=O)=O.[ClH:17].[CH2:18]([O:20][C:21](=[O:25])[C@H:22]([CH3:24])[NH2:23])[CH3:19].CCN(CC)CC. (5) Given the product [C:8]([C:5]1[CH:6]=[CH:7][C:2]([O:1][C:13](=[O:14])[N:12]([CH3:11])[C:16]2[CH:21]=[CH:20][CH:19]=[CH:18][CH:17]=2)=[CH:3][CH:4]=1)(=[O:10])[CH3:9], predict the reactants needed to synthesize it. The reactants are: [OH:1][C:2]1[CH:7]=[CH:6][C:5]([C:8](=[O:10])[CH3:9])=[CH:4][CH:3]=1.[CH3:11][N:12]([C:16]1[CH:21]=[CH:20][CH:19]=[CH:18][CH:17]=1)[C:13](Cl)=[O:14]. (6) Given the product [CH3:21][Si:20]([C:19]#[C:18][C:15]1[CH:16]=[CH:17][C:12]([C:10]#[C:9][C:6]2[CH:7]=[CH:8][C:3]([O:2][CH3:1])=[CH:4][CH:5]=2)=[CH:13][CH:14]=1)([CH3:22])[CH3:23], predict the reactants needed to synthesize it. The reactants are: [CH3:1][O:2][C:3]1[CH:8]=[CH:7][C:6]([C:9]#[CH:10])=[CH:5][CH:4]=1.I[C:12]1[CH:17]=[CH:16][C:15]([C:18]#[C:19][Si:20]([CH3:23])([CH3:22])[CH3:21])=[CH:14][CH:13]=1.